Dataset: Reaction yield outcomes from USPTO patents with 853,638 reactions. Task: Predict the reaction yield, written as a fraction of the theoretical maximum amount of product (1.0 means a 100% yield; for example, 0.34 means a 34% yield). The yield is 0.690. The reactants are [Na].N[C:3]1[C:4]([C:19]#[N:20])=[N:5][C:6]([C:9]2[CH:14]=[CH:13][C:12]([O:15][CH3:16])=[C:11]([O:17][CH3:18])[CH:10]=2)=[CH:7][CH:8]=1.Cl.[NH2:22][C:23]([NH2:25])=[NH:24]. The product is [NH2:24][C:23]1[N:25]=[C:19]([NH2:20])[C:4]2[N:5]=[C:6]([C:9]3[CH:14]=[CH:13][C:12]([O:15][CH3:16])=[C:11]([O:17][CH3:18])[CH:10]=3)[CH:7]=[CH:8][C:3]=2[N:22]=1. The catalyst is C(O)CCC.